This data is from Peptide-MHC class I binding affinity with 185,985 pairs from IEDB/IMGT. The task is: Regression. Given a peptide amino acid sequence and an MHC pseudo amino acid sequence, predict their binding affinity value. This is MHC class I binding data. (1) The peptide sequence is SQYDPKELL. The MHC is HLA-B14:02 with pseudo-sequence HLA-B14:02. The binding affinity (normalized) is 0.213. (2) The peptide sequence is YRIMTRGLL. The MHC is HLA-A69:01 with pseudo-sequence HLA-A69:01. The binding affinity (normalized) is 0.0847. (3) The peptide sequence is YVFPVIFSK. The MHC is HLA-A33:01 with pseudo-sequence HLA-A33:01. The binding affinity (normalized) is 0.404.